From a dataset of Experimentally validated miRNA-target interactions with 360,000+ pairs, plus equal number of negative samples. Binary Classification. Given a miRNA mature sequence and a target amino acid sequence, predict their likelihood of interaction. (1) The miRNA is hsa-miR-26b-5p with sequence UUCAAGUAAUUCAGGAUAGGU. The protein sequence of the target gene is MWVLTPAAFAGKLLSVFRQPLSSLWRSLVPLFCWLRATFWLLATKRRKQQLVLRGPDETKEEEEDPPLPTTPTSVNYHFTRQCNYKCGFCFHTAKTSFVLPLEEAKRGLLLLKEAGMEKINFSGGEPFLQDRGEYLGKLVRFCKVELRLPSVSIVSNGSLIRERWFQNYGEYLDILAISCDSFDEEVNVLIGRGQGKKNHVENLQKLRRWCRDYRVAFKINSVINRFNVEEDMTEQIKALNPVRWKVFQCLLIEGENCGEDALREAERFVIGDEEFERFLERHKEVSCLVPESNQKMKDS.... Result: 1 (interaction). (2) The miRNA is hsa-miR-1237-3p with sequence UCCUUCUGCUCCGUCCCCCAG. The protein sequence of the target gene is MEKFGMNFGGGPSKKDLLETIETQKKQLLQYQARLKDVVRAYKSLLKEKEALEASIKVLSVSHEADVGLAGVQLPGLTFPDSVDDRCSTHSEDSTGTATSLDTAASLTSTKGEFGVEDDRPARGPPPPKSEEASWSESGVSSSSGDGPFAGGEVDKRLHQLKTQLATLTSSLATVTQEKSRMEASYLADKKKMKQDLEDASNKAEEERARLEGELKGLQEQIAETKARLITQQHDRAQEQSDHALMLRELQKLLQEERTQRQDLELRLEETREALAGRAYAAEQMEGFELQTKQLTREVE.... Result: 0 (no interaction). (3) The miRNA is mmu-miR-24-3p with sequence UGGCUCAGUUCAGCAGGAACAG. The protein sequence of the target gene is MGLLAYLKTQFVVHLLIGFVFVVSGLIINFTQLCTLALWPISKHLYRRINCRLAYSLWSQLVMLLEWWSCTECTLFTDQATVDHFGKEHVVVILNHNFEIDFLCGWTMCERFGVLGSSKVLAKRELLCVPLIGWTWYFLEIVFCKRKWEEDRDTVIEGLRRLADYPEYMWFLLYCEGTRFTETKHRISMEVAASKGLPPLKYHLLPRTKGFTTAVQCLRGTVAAIYDVTLNFRGNKNPSLLGILYGKKYEADMCVRRFPLEDIPADETSAAQWLHKLYQEKDALQEMYKQKGVFPGEQFK.... Result: 1 (interaction). (4) The protein sequence of the target gene is MSFLEDLELNFAECIQDGGKATLGVRQREEMDTTHCMKQNEIISQAVCALLNSGGGVVRVEIENGDYNFERDGVGLNLPPLFRNHLDEMLYGKLFLIYVSSWDVAASHVRLATLCSNLYHRCGTFTEVMDPEKALKFLKRVQDPRILGDSDSLNLQEAPVDDAQMILASDLFHSPQLQYLEKLNFTKSSHVEFQMFSADLSQGIRERLPKCVSALANSEGGYVFFGVHDETRHVIGCEKEKINCTNLKSTIDACIRKMPVYHFCGQNHKVQYELKFLEVYDKEALHGYVCAIKVERFCCA.... Result: 0 (no interaction). The miRNA is hsa-miR-30d-5p with sequence UGUAAACAUCCCCGACUGGAAG. (5) The miRNA is hsa-miR-1910-5p with sequence CCAGUCCUGUGCCUGCCGCCU. The protein sequence of the target gene is MSASVKESLQLQLLEMEMLFSMFPNQGEVKLEDVNALTNIKRYLEGTREALPPKIEFVITLQIEEPKVKIDLQVTMPHSYPYVALQLFGRSSELDRHQQLLLNKGLTSYIGTFDPGELCVCAAIQWLQDNSASYFLNRKLVYEPSTQAKPVKNTFLRMWIYSHHIYQQDLRKKILDVGKRLDVTGFCMTGKPGIICVEGFKEHCEEFWHTIRYPNWKHISCKHAESVETEGNGEDLRLFHSFEELLLEAHGDYGLRNDYHMNLGQFLEFLKKHKSEHVFQILFGIESKSSDS. Result: 0 (no interaction).